Dataset: CYP3A4 inhibition data for predicting drug metabolism from PubChem BioAssay. Task: Regression/Classification. Given a drug SMILES string, predict its absorption, distribution, metabolism, or excretion properties. Task type varies by dataset: regression for continuous measurements (e.g., permeability, clearance, half-life) or binary classification for categorical outcomes (e.g., BBB penetration, CYP inhibition). Dataset: cyp3a4_veith. The drug is C=C[C@@]1(C)CC(=O)[C@]2(O)[C@](C)(O1)[C@@H](OC(C)=O)[C@@H](O)[C@H]1C(C)(C)CC[C@H](O)[C@@]12C. The result is 1 (inhibitor).